Dataset: Full USPTO retrosynthesis dataset with 1.9M reactions from patents (1976-2016). Task: Predict the reactants needed to synthesize the given product. (1) Given the product [CH2:27]([N:34]([CH3:35])[C:2]1[N:3]=[CH:4][C:5]([NH:8][C:9](=[O:26])[CH:10]([NH:14][C:15](=[O:25])[CH2:16][C:17]2[CH:22]=[C:21]([F:23])[CH:20]=[C:19]([F:24])[CH:18]=2)[CH2:11][CH2:12][CH3:13])=[N:6][CH:7]=1)[C:28]1[CH:33]=[CH:32][CH:31]=[CH:30][CH:29]=1, predict the reactants needed to synthesize it. The reactants are: Br[C:2]1[N:3]=[CH:4][C:5]([NH:8][C:9](=[O:26])[CH:10]([NH:14][C:15](=[O:25])[CH2:16][C:17]2[CH:22]=[C:21]([F:23])[CH:20]=[C:19]([F:24])[CH:18]=2)[CH2:11][CH2:12][CH3:13])=[N:6][CH:7]=1.[CH2:27]([NH:34][CH3:35])[C:28]1[CH:33]=[CH:32][CH:31]=[CH:30][CH:29]=1. (2) Given the product [C:1]([O:5][C:6](=[O:36])[NH:7][C@@H:8]1[CH2:13][CH2:12][CH2:11][C:10]([F:15])([F:14])[C@@H:9]1[NH:16][C:17]([C:19]1[S:20][C:21]([CH2:34][CH3:35])=[C:22]([C:24]2[CH:25]=[N:26][N:27]3[CH:32]=[C:31]([OH:37])[CH:30]=[N:29][C:28]=23)[CH:23]=1)=[O:18])([CH3:4])([CH3:3])[CH3:2], predict the reactants needed to synthesize it. The reactants are: [C:1]([O:5][C:6](=[O:36])[NH:7][C@@H:8]1[CH2:13][CH2:12][CH2:11][C:10]([F:15])([F:14])[C@@H:9]1[NH:16][C:17]([C:19]1[S:20][C:21]([CH2:34][CH3:35])=[C:22]([C:24]2[CH:25]=[N:26][N:27]3[CH:32]=[C:31](Br)[CH:30]=[N:29][C:28]=23)[CH:23]=1)=[O:18])([CH3:4])([CH3:3])[CH3:2].[OH-:37].[K+]. (3) The reactants are: [O:1]1[CH2:7][CH2:6][CH2:5][N:4]([S:8]([C:11]2[S:15][C:14]([NH:16]C(=O)C)=[N:13][CH:12]=2)(=[O:10])=[O:9])[CH2:3][CH2:2]1.Cl. Given the product [O:1]1[CH2:7][CH2:6][CH2:5][N:4]([S:8]([C:11]2[S:15][C:14]([NH2:16])=[N:13][CH:12]=2)(=[O:10])=[O:9])[CH2:3][CH2:2]1, predict the reactants needed to synthesize it. (4) Given the product [Br:1][C:2]1[CH:3]=[C:4]2[C:9](=[CH:10][C:11]=1[O:12][CH3:13])[N:8]=[C:7]([C:14]1[CH:19]=[CH:18][CH:17]=[C:16]([C:20]([F:23])([F:21])[F:22])[CH:15]=1)[C:6]([CH3:24])=[C:5]2[C:25]([O:27][CH3:28])=[O:26], predict the reactants needed to synthesize it. The reactants are: [Br:1][C:2]1[CH:3]=[C:4]2[C:9](=[CH:10][C:11]=1[O:12][CH3:13])[N:8]=[C:7]([C:14]1[CH:19]=[CH:18][CH:17]=[C:16]([C:20]([F:23])([F:22])[F:21])[CH:15]=1)[C:6]([CH3:24])=[C:5]2[C:25]([OH:27])=[O:26].[C:28](Cl)(=O)C(Cl)=O.CO. (5) Given the product [C:10]([NH:1][OH:2])([O:12][CH2:13][C:14]1[CH:19]=[CH:18][CH:17]=[CH:16][CH:15]=1)=[O:11], predict the reactants needed to synthesize it. The reactants are: [NH2:1][OH:2].C([O-])([O-])=O.[K+].[K+].Cl[C:10]([O:12][CH2:13][C:14]1[CH:19]=[CH:18][CH:17]=[CH:16][CH:15]=1)=[O:11]. (6) Given the product [CH2:14]([NH:21][C:22]([C:24]1[S:28][C:27]([NH:29][C:6](=[O:7])[C:5]2[CH:9]=[CH:10][CH:11]=[C:3]([C:2]([F:13])([F:12])[F:1])[CH:4]=2)=[N:26][C:25]=1[CH3:30])=[O:23])[C:15]1[CH:20]=[CH:19][CH:18]=[CH:17][CH:16]=1, predict the reactants needed to synthesize it. The reactants are: [F:1][C:2]([F:13])([F:12])[C:3]1[CH:4]=[C:5]([CH:9]=[CH:10][CH:11]=1)[C:6](Cl)=[O:7].[CH2:14]([NH:21][C:22]([C:24]1[S:28][C:27]([NH2:29])=[N:26][C:25]=1[CH3:30])=[O:23])[C:15]1[CH:20]=[CH:19][CH:18]=[CH:17][CH:16]=1. (7) Given the product [CH3:21][C:18]1([CH3:22])[O:17][C:11]2=[CH:12][C:13]3[C:14]([CH3:16])=[CH:15][C:6]([CH3:5])=[N+:7]([O-:39])[C:8]=3[CH:9]=[C:10]2[CH:20]=[CH:19]1, predict the reactants needed to synthesize it. The reactants are: C(O[CH2:5][C:6]1[CH:15]=[C:14]([CH3:16])[C:13]2[CH:12]=[C:11]3[O:17][C:18]([CH3:22])([CH3:21])[CH:19]=[CH:20][C:10]3=[CH:9][C:8]=2[N:7]=1)(=O)C.CC1(C)[O:39]C2=CC3C(C)=CC(C)=NC=3C=C2C=C1.ClC1C=CC=C(C(OO)=O)C=1. (8) Given the product [Cl:9][C:10]1[CH:11]=[C:12]([O:4][CH3:1])[CH:13]=[CH:14][C:15]=1[C:16]1[CH:30]=[C:19]2[CH:20]=[C:21]([CH:25]([CH2:28][CH3:29])[CH2:26][CH3:27])[CH:22]=[C:23]([CH3:24])[N:18]2[N:17]=1, predict the reactants needed to synthesize it. The reactants are: [C:1](=[O:4])([O-])[O-].[K+].[K+].CI.[Cl:9][C:10]1[CH:11]=[C:12](O)[CH:13]=[CH:14][C:15]=1[C:16]1[CH:30]=[C:19]2[CH:20]=[C:21]([CH:25]([CH2:28][CH3:29])[CH2:26][CH3:27])[CH:22]=[C:23]([CH3:24])[N:18]2[N:17]=1.O. (9) Given the product [F:20][C:4]1[CH:3]=[C:2]([B:28]2[O:32][C:31]([CH3:34])([CH3:33])[C:30]([CH3:36])([CH3:35])[O:29]2)[CH:7]=[CH:6][C:5]=1[NH:8][C:9]1[O:10][C:11]2[C:17]([CH3:18])=[CH:16][C:15]([CH3:19])=[CH:14][C:12]=2[N:13]=1, predict the reactants needed to synthesize it. The reactants are: Br[C:2]1[CH:7]=[CH:6][C:5]([NH:8][C:9]2[O:10][C:11]3[C:17]([CH3:18])=[CH:16][C:15]([CH3:19])=[CH:14][C:12]=3[N:13]=2)=[C:4]([F:20])[CH:3]=1.FC1C=C([B:28]2[O:32][C:31]([CH3:34])([CH3:33])[C:30]([CH3:36])([CH3:35])[O:29]2)C=CC=1NC1OC2C=CC=CC=2N=1. (10) Given the product [Br:14][C:15]1[CH:16]=[CH:17][C:18]([O:25][CH3:26])=[C:19]([S:21]([N:11]2[CH2:12][CH2:13][CH:8]([N:5]3[CH2:6][CH2:7][CH:2]([CH3:1])[CH2:3][CH2:4]3)[CH2:9][CH2:10]2)(=[O:22])=[O:23])[CH:20]=1, predict the reactants needed to synthesize it. The reactants are: [CH3:1][CH:2]1[CH2:7][CH2:6][N:5]([CH:8]2[CH2:13][CH2:12][NH:11][CH2:10][CH2:9]2)[CH2:4][CH2:3]1.[Br:14][C:15]1[CH:16]=[CH:17][C:18]([O:25][CH3:26])=[C:19]([S:21](Cl)(=[O:23])=[O:22])[CH:20]=1.